This data is from Forward reaction prediction with 1.9M reactions from USPTO patents (1976-2016). The task is: Predict the product of the given reaction. Given the reactants [OH:1][CH:2]([C:5]1[CH:6]=[C:7]([CH:10]=[CH:11][CH:12]=1)[C:8]#[N:9])[CH2:3][CH3:4].CCN(CC)CC.[CH3:20][S:21](Cl)(=[O:23])=[O:22], predict the reaction product. The product is: [CH3:20][S:21]([O:1][CH:2]([C:5]1[CH:12]=[CH:11][CH:10]=[C:7]([C:8]#[N:9])[CH:6]=1)[CH2:3][CH3:4])(=[O:23])=[O:22].